The task is: Predict the product of the given reaction.. This data is from Forward reaction prediction with 1.9M reactions from USPTO patents (1976-2016). (1) Given the reactants Br[CH2:2][C:3]([CH:5]1[CH2:7][CH2:6]1)=[O:4].CC1C=C(C)[N:11]([C:15]([NH:17][C:18]([NH:20][CH2:21][CH2:22][NH:23][C:24](=[O:30])[O:25][C:26]([CH3:29])([CH3:28])[CH3:27])=[S:19])=N)N=1, predict the reaction product. The product is: [NH2:11][C:15]1[N:17]=[C:18]([NH:20][CH2:21][CH2:22][NH:23][C:24](=[O:30])[O:25][C:26]([CH3:28])([CH3:27])[CH3:29])[S:19][C:2]=1[C:3]([CH:5]1[CH2:7][CH2:6]1)=[O:4]. (2) Given the reactants [C:1]([C:5]1[N:10]=[CH:9][C:8]([C:11]2[N:12]([C:32]([N:34]3[CH2:39][CH2:38][CH:37]([CH2:40][C:41]([OH:43])=O)[CH2:36][CH2:35]3)=[O:33])[C@@:13]([C:25]3[CH:30]=[CH:29][C:28]([Cl:31])=[CH:27][CH:26]=3)([CH3:24])[C@@:14]([C:17]3[CH:22]=[CH:21][C:20]([Cl:23])=[CH:19][CH:18]=3)([CH3:16])[N:15]=2)=[C:7]([O:44][CH2:45][CH3:46])[CH:6]=1)([CH3:4])([CH3:3])[CH3:2].[NH2:47][CH:48]([CH2:51][CH3:52])[CH2:49][CH3:50], predict the reaction product. The product is: [C:1]([C:5]1[N:10]=[CH:9][C:8]([C:11]2[N:12]([C:32]([N:34]3[CH2:39][CH2:38][CH:37]([CH2:40][C:41]([NH:47][CH:48]([CH2:51][CH3:52])[CH2:49][CH3:50])=[O:43])[CH2:36][CH2:35]3)=[O:33])[C@@:13]([C:25]3[CH:26]=[CH:27][C:28]([Cl:31])=[CH:29][CH:30]=3)([CH3:24])[C@@:14]([C:17]3[CH:22]=[CH:21][C:20]([Cl:23])=[CH:19][CH:18]=3)([CH3:16])[N:15]=2)=[C:7]([O:44][CH2:45][CH3:46])[CH:6]=1)([CH3:3])([CH3:2])[CH3:4]. (3) Given the reactants [C:1]([O:7][CH2:8]C)(=[O:6])[CH2:2][C:3]([CH3:5])=[O:4].C(=O)([O-])[O-].[K+].[K+].Br[CH:17]([CH2:23][CH2:24][CH3:25])[C:18]([O:20][CH2:21]C)=[O:19].Cl, predict the reaction product. The product is: [C:3]([CH:2]([CH:17]([CH2:23][CH2:24][CH3:25])[C:18]([O:20][CH3:21])=[O:19])[C:1]([O:7][CH3:8])=[O:6])(=[O:4])[CH3:5]. (4) Given the reactants [CH2:1]([O:3][C:4](=[O:22])[C:5]1[CH:10]=[CH:9][C:8]([NH:11][C:12]([O:14][C:15]([CH3:18])([CH3:17])[CH3:16])=[O:13])=[C:7]([N+:19]([O-])=O)[CH:6]=1)[CH3:2], predict the reaction product. The product is: [CH2:1]([O:3][C:4](=[O:22])[C:5]1[CH:10]=[CH:9][C:8]([NH:11][C:12]([O:14][C:15]([CH3:17])([CH3:16])[CH3:18])=[O:13])=[C:7]([NH2:19])[CH:6]=1)[CH3:2]. (5) The product is: [OH:26][C:17]1[C:18]2[N:19]=[N:20][CH:21]=[CH:22][C:23]=2[CH:24]=[N:25][C:16]=1[C:14]([OH:15])=[O:13]. Given the reactants N1C2C(=O)OC(=O)C=2C=CN=1.C[O:13][C:14]([C:16]1[N:25]=[CH:24][C:23]2[CH:22]=[CH:21][N:20]=[N:19][C:18]=2[C:17]=1[OH:26])=[O:15].[OH-].[Na+], predict the reaction product. (6) Given the reactants [CH2:1]([C:5]1[N:6]=[C:7]([CH3:27])[NH:8][C:9](=[O:26])[C:10]=1[CH2:11][C:12]1[CH:17]=[CH:16][C:15]([C:18]2[C:19]([C:24]#[N:25])=[CH:20][CH:21]=[CH:22][CH:23]=2)=[CH:14][CH:13]=1)[CH2:2][CH2:3][CH3:4].C(=O)([O-])[O-].[K+].[K+].Br[CH2:35][C:36]1[CH:41]=[C:40]([F:42])[CH:39]=[CH:38][C:37]=1[F:43].CN(C)C=O, predict the reaction product. The product is: [CH2:1]([C:5]1[N:6]=[C:7]([CH3:27])[N:8]([CH2:35][C:36]2[CH:41]=[C:40]([F:42])[CH:39]=[CH:38][C:37]=2[F:43])[C:9](=[O:26])[C:10]=1[CH2:11][C:12]1[CH:17]=[CH:16][C:15]([C:18]2[C:19]([C:24]#[N:25])=[CH:20][CH:21]=[CH:22][CH:23]=2)=[CH:14][CH:13]=1)[CH2:2][CH2:3][CH3:4].